Predict which catalyst facilitates the given reaction. From a dataset of Catalyst prediction with 721,799 reactions and 888 catalyst types from USPTO. (1) Reactant: [F:1][C:2]1[CH:9]=[C:8](F)[CH:7]=[C:6]([F:11])[C:3]=1[C:4]#[N:5].C(=O)([O-])[O-].[K+].[K+].[CH2:18]([OH:25])[C:19]1[CH:24]=[CH:23][CH:22]=[CH:21][CH:20]=1.O. Product: [CH2:18]([O:25][C:8]1[CH:9]=[C:2]([F:1])[C:3]([C:4]#[N:5])=[C:6]([F:11])[CH:7]=1)[C:19]1[CH:24]=[CH:23][CH:22]=[CH:21][CH:20]=1. The catalyst class is: 42. (2) Reactant: [H-].[Al+3].[Li+].[H-].[H-].[H-].[CH2:7]([N:14]1[CH2:19][CH2:18][CH2:17][C@@H:16]([NH:20][C:21]2[CH:31]=[CH:30][C:24]([C:25](OCC)=[O:26])=[CH:23][N:22]=2)[CH2:15]1)[C:8]1[CH:13]=[CH:12][CH:11]=[CH:10][CH:9]=1.CO.O. The catalyst class is: 7. Product: [CH2:7]([N:14]1[CH2:19][CH2:18][CH2:17][C@@H:16]([NH:20][C:21]2[N:22]=[CH:23][C:24]([CH2:25][OH:26])=[CH:30][CH:31]=2)[CH2:15]1)[C:8]1[CH:9]=[CH:10][CH:11]=[CH:12][CH:13]=1. (3) Reactant: Br[C:2]1[CH:3]=[C:4]2[N:15]=[C:14]([NH:16][C:17]([NH:19][CH2:20][CH3:21])=[O:18])[S:13][C:5]2=[N:6][C:7]=1[O:8][CH2:9][CH2:10][O:11][CH3:12].[N:22]1[CH:27]=[C:26](B(O)O)[CH:25]=[N:24][CH:23]=1.C(=O)(O)[O-].[Na+]. Product: [CH2:20]([NH:19][C:17]([NH:16][C:14]1[S:13][C:5]2[C:4]([N:15]=1)=[CH:3][C:2]([C:26]1[CH:27]=[N:22][CH:23]=[N:24][CH:25]=1)=[C:7]([O:8][CH2:9][CH2:10][O:11][CH3:12])[N:6]=2)=[O:18])[CH3:21]. The catalyst class is: 108. (4) Reactant: [Cl:1][C:2]1[CH:7]=[C:6](Cl)[N:5]=[CH:4][N:3]=1.[CH3:9][O:10][C:11]1[CH:16]=[CH:15][CH:14]=[CH:13][C:12]=1B(O)O.C(=O)([O-])[O-].[Na+].[Na+]. Product: [Cl:1][C:2]1[CH:7]=[C:6]([C:12]2[CH:13]=[CH:14][CH:15]=[CH:16][C:11]=2[O:10][CH3:9])[N:5]=[CH:4][N:3]=1. The catalyst class is: 4. (5) Reactant: [NH2:1][C:2]1[N:7]=[C:6]([C:8]([F:11])([F:10])[F:9])[C:5]([C:12](O)=[O:13])=[CH:4][N:3]=1.CN1CCOCC1.ClC(OCC(C)C)=O. Product: [NH2:1][C:2]1[N:7]=[C:6]([C:8]([F:11])([F:9])[F:10])[C:5]([CH2:12][OH:13])=[CH:4][N:3]=1. The catalyst class is: 57.